This data is from NCI-60 drug combinations with 297,098 pairs across 59 cell lines. The task is: Regression. Given two drug SMILES strings and cell line genomic features, predict the synergy score measuring deviation from expected non-interaction effect. (1) Drug 1: C1CCC(C1)C(CC#N)N2C=C(C=N2)C3=C4C=CNC4=NC=N3. Drug 2: C1CC(=O)NC(=O)C1N2C(=O)C3=CC=CC=C3C2=O. Cell line: SN12C. Synergy scores: CSS=6.54, Synergy_ZIP=-2.78, Synergy_Bliss=0.512, Synergy_Loewe=0.0413, Synergy_HSA=1.40. (2) Drug 1: C1C(C(OC1N2C=C(C(=O)NC2=O)F)CO)O. Drug 2: C(CN)CNCCSP(=O)(O)O. Cell line: SK-MEL-28. Synergy scores: CSS=18.3, Synergy_ZIP=-4.31, Synergy_Bliss=-1.45, Synergy_Loewe=-15.4, Synergy_HSA=0.431. (3) Drug 1: CC12CCC3C(C1CCC2=O)CC(=C)C4=CC(=O)C=CC34C. Cell line: HOP-62. Synergy scores: CSS=56.9, Synergy_ZIP=0.520, Synergy_Bliss=1.08, Synergy_Loewe=-12.4, Synergy_HSA=2.50. Drug 2: CN(CC1=CN=C2C(=N1)C(=NC(=N2)N)N)C3=CC=C(C=C3)C(=O)NC(CCC(=O)O)C(=O)O. (4) Drug 1: CCC1=CC2CC(C3=C(CN(C2)C1)C4=CC=CC=C4N3)(C5=C(C=C6C(=C5)C78CCN9C7C(C=CC9)(C(C(C8N6C)(C(=O)OC)O)OC(=O)C)CC)OC)C(=O)OC.C(C(C(=O)O)O)(C(=O)O)O. Drug 2: B(C(CC(C)C)NC(=O)C(CC1=CC=CC=C1)NC(=O)C2=NC=CN=C2)(O)O. Cell line: OVCAR3. Synergy scores: CSS=63.5, Synergy_ZIP=3.20, Synergy_Bliss=5.03, Synergy_Loewe=4.76, Synergy_HSA=6.05.